This data is from Forward reaction prediction with 1.9M reactions from USPTO patents (1976-2016). The task is: Predict the product of the given reaction. (1) Given the reactants [NH2:1][C:2]1[CH:14]=[C:13]([CH2:15][CH2:16][C:17]2[CH:22]=[CH:21][CH:20]=[CH:19][CH:18]=2)[CH:12]=[CH:11][C:3]=1[C:4]([O:6][C:7]([CH3:10])([CH3:9])[CH3:8])=[O:5].I[C:24]1[CH:29]=[CH:28][C:27]2[O:30][CH2:31][O:32][C:26]=2[CH:25]=1.C(=O)([O-])[O-].[Cs+].[Cs+].C1(P(C2CCCCC2)C2C=CC=CC=2C2C(C(C)C)=CC(C(C)C)=CC=2C(C)C)CCCCC1.C(O)(=O)CC(CC(O)=O)(C(O)=O)O, predict the reaction product. The product is: [O:30]1[C:27]2[CH:28]=[CH:29][C:24]([NH:1][C:2]3[CH:14]=[C:13]([CH2:15][CH2:16][C:17]4[CH:18]=[CH:19][CH:20]=[CH:21][CH:22]=4)[CH:12]=[CH:11][C:3]=3[C:4]([O:6][C:7]([CH3:10])([CH3:9])[CH3:8])=[O:5])=[CH:25][C:26]=2[O:32][CH2:31]1. (2) The product is: [CH2:7]([C:9]1([OH:12])[C:10]2[C:6](=[CH:5][CH:4]=[C:3]([O:2][CH3:1])[CH:11]=2)[CH2:7][CH:8]1[NH:13][C:14](=[O:18])[O:15][CH2:16][CH3:17])[C:6]1[CH:10]=[CH:11][CH:3]=[CH:4][CH:5]=1. Given the reactants [CH3:1][O:2][C:3]1[CH:11]=[C:10]2[C:6]([CH2:7][CH:8]([NH:13][C:14](=[O:18])[O:15][CH2:16][CH3:17])[C:9]2=[O:12])=[CH:5][CH:4]=1, predict the reaction product. (3) Given the reactants [CH3:1][O:2][C:3](=[O:24])[CH:4]([C:11]1[CH:23]=[CH:22][C:14]([C:15]([O:17]C(C)(C)C)=[O:16])=[CH:13][CH:12]=1)[CH2:5][NH:6][C:7]([NH:9][CH3:10])=[O:8].FC(F)(F)C(O)=O, predict the reaction product. The product is: [CH3:1][O:2][C:3](=[O:24])[CH:4]([C:11]1[CH:12]=[CH:13][C:14]([C:15]([OH:17])=[O:16])=[CH:22][CH:23]=1)[CH2:5][NH:6][C:7]([NH:9][CH3:10])=[O:8].